Dataset: Reaction yield outcomes from USPTO patents with 853,638 reactions. Task: Predict the reaction yield, written as a fraction of the theoretical maximum amount of product (1.0 means a 100% yield; for example, 0.34 means a 34% yield). (1) The reactants are [CH3:1][S:2]([O:5][C:6]1[CH:11]=[CH:10][CH:9]=[C:8]([C:12]2([C:20]3[CH:25]=[CH:24][C:23]([F:26])=[C:22]([Br:27])[CH:21]=3)[C:16](=[O:17])[N:15]([CH3:18])[C:14](=S)[NH:13]2)[CH:7]=1)(=[O:4])=[O:3].[OH-].[NH4+:29].C(OO)(C)(C)C. The catalyst is CO. The product is [CH3:1][S:2]([O:5][C:6]1[CH:11]=[CH:10][CH:9]=[C:8]([C:12]2([C:20]3[CH:25]=[CH:24][C:23]([F:26])=[C:22]([Br:27])[CH:21]=3)[C:16](=[O:17])[N:15]([CH3:18])[C:14]([NH2:29])=[N:13]2)[CH:7]=1)(=[O:4])=[O:3]. The yield is 0.660. (2) The reactants are Br[CH2:2][C:3]([C:5]1[CH:6]=[CH:7][C:8]2[C:17]3[CH:16]=[C:15]4[CH2:18][CH2:19][CH2:20][C:21](=[O:22])[C:14]4=[CH:13][C:12]=3[O:11][CH2:10][C:9]=2[CH:23]=1)=[O:4].[C:24]([O:28][C:29]([N:31]1[C@@H:35]([CH3:36])[CH2:34][CH2:33][C@H:32]1[C:37]([OH:39])=[O:38])=[O:30])([CH3:27])([CH3:26])[CH3:25].C(N(CC)CC)C. The catalyst is CC#N.CCOC(C)=O. The product is [CH3:36][C@@H:35]1[N:31]([C:29]([O:28][C:24]([CH3:25])([CH3:27])[CH3:26])=[O:30])[C@H:32]([C:37]([O:39][CH2:2][C:3](=[O:4])[C:5]2[CH:6]=[CH:7][C:8]3[C:17]4[CH:16]=[C:15]5[CH2:18][CH2:19][CH2:20][C:21](=[O:22])[C:14]5=[CH:13][C:12]=4[O:11][CH2:10][C:9]=3[CH:23]=2)=[O:38])[CH2:33][CH2:34]1. The yield is 0.650. (3) The reactants are [NH2:1][N:2]1[C:11]2[C:6](=[N:7][CH:8]=[CH:9][CH:10]=2)[CH:5]=[CH:4][C:3]1=[NH2+:12].CC1C=C(C)C=C(C)C=1S([O-])(=O)=O.[Cl:26][CH:27]([Cl:32])[C:28](OC)=O.C(=O)([O-])[O-].[K+].[K+]. The catalyst is CCO. The product is [Cl:26][CH:27]([Cl:32])[C:28]1[N:12]=[C:3]2[CH:4]=[CH:5][C:6]3[C:11]([N:2]2[N:1]=1)=[CH:10][CH:9]=[CH:8][N:7]=3. The yield is 0.390. (4) The reactants are [CH2:1]([C:4]1[C:5]([OH:23])=[C:6]([N:11]2[C:15](=[O:16])[NH:14][C:13]([C:17]3[S:18][C:19](Br)=[CH:20][CH:21]=3)=[N:12]2)[CH:7]=[C:8]([Cl:10])[CH:9]=1)[CH:2]=[CH2:3]. The catalyst is C(O)C.[Pt]. The product is [Cl:10][C:8]1[CH:9]=[C:4]([CH2:1][CH2:2][CH3:3])[C:5]([OH:23])=[C:6]([N:11]2[C:15](=[O:16])[NH:14][C:13]([C:17]3[S:18][CH:19]=[CH:20][CH:21]=3)=[N:12]2)[CH:7]=1. The yield is 0.300. (5) The reactants are Cl[CH2:2][CH2:3][CH2:4][N:5]1[C:14]2[C:9](=[CH:10][C:11]([F:16])=[C:12]([F:15])[CH:13]=2)[CH2:8][CH2:7][C:6]1=[O:17].[CH:18]1([CH2:21][O:22][CH2:23][CH:24]=[C:25]2[CH2:31][CH:30]3[NH:32][CH:27]([CH2:28][CH2:29]3)[CH2:26]2)[CH2:20][CH2:19]1.[Na+].[I-].C([O-])([O-])=O.[K+].[K+]. The catalyst is CC#N.CN(C=O)C.O. The product is [CH:18]1([CH2:21][O:22][CH2:23][CH:24]=[C:25]2[CH2:26][CH:27]3[N:32]([CH2:2][CH2:3][CH2:4][N:5]4[C:14]5[C:9](=[CH:10][C:11]([F:16])=[C:12]([F:15])[CH:13]=5)[CH2:8][CH2:7][C:6]4=[O:17])[CH:30]([CH2:29][CH2:28]3)[CH2:31]2)[CH2:20][CH2:19]1. The yield is 0.530. (6) The reactants are N=C=N.[S:4]1[CH:8]=[CH:7][CH:6]=[C:5]1[C:9]([OH:11])=O.O.ON1C2C=CC=CC=2N=N1.C(N(C(C)C)CC)(C)C.[NH2:32][C@@H:33]([CH2:64][C:65]1[CH:70]=[CH:69][CH:68]=[CH:67][CH:66]=1)[CH2:34][C@H:35]([OH:63])[C@@H:36]([NH:50][C:51]([C@@H:53]([NH:58][C:59](=[O:62])[O:60][CH3:61])[C:54]([CH3:57])([CH3:56])[CH3:55])=[O:52])[CH2:37][C:38]1[CH:43]=[CH:42][C:41](C2C=CC=CN=2)=[CH:40][CH:39]=1. The catalyst is CC(N(C)C)=O.C(#N)C.CO. The product is [CH2:37]([C@H:36]([NH:50][C:51]([C@@H:53]([NH:58][C:59](=[O:62])[O:60][CH3:61])[C:54]([CH3:56])([CH3:57])[CH3:55])=[O:52])[C@@H:35]([OH:63])[CH2:34][C@@H:33]([NH:32][C:9]([C:5]1[S:4][CH:8]=[CH:7][CH:6]=1)=[O:11])[CH2:64][C:65]1[CH:66]=[CH:67][CH:68]=[CH:69][CH:70]=1)[C:38]1[CH:43]=[CH:42][CH:41]=[CH:40][CH:39]=1. The yield is 0.350. (7) The reactants are [CH3:1][O:2][CH:3]=[CH:4][C:5]1[C:14]2[O:13][CH2:12][C:11](=[O:15])[NH:10][C:9]=2[CH:8]=[CH:7][CH:6]=1.I[CH3:17].[H-].[Na+]. The catalyst is CN(C=O)C.C(OCC)(=O)C. The product is [CH3:17][N:10]1[C:9]2[CH:8]=[CH:7][CH:6]=[C:5]([CH:4]=[CH:3][O:2][CH3:1])[C:14]=2[O:13][CH2:12][C:11]1=[O:15]. The yield is 0.810.